Dataset: Full USPTO retrosynthesis dataset with 1.9M reactions from patents (1976-2016). Task: Predict the reactants needed to synthesize the given product. (1) The reactants are: [CH2:1]([O:3][C:4]([C:6]1[N:7]=[C:8]([C:25]#[N:26])[C:9]2[C:14]([C:15]=1[OH:16])=[CH:13][CH:12]=[C:11]([O:17]CC1C=CC=CC=1)[CH:10]=2)=[O:5])[CH3:2].C([O-])=O.[NH4+]. Given the product [CH2:1]([O:3][C:4]([C:6]1[N:7]=[C:8]([C:25]#[N:26])[C:9]2[C:14]([C:15]=1[OH:16])=[CH:13][CH:12]=[C:11]([OH:17])[CH:10]=2)=[O:5])[CH3:2], predict the reactants needed to synthesize it. (2) The reactants are: C(=O)([O-])[O-].[K+].[K+].[F:7][C:8]1[CH:9]=[C:10](B(O)O)[CH:11]=[CH:12][C:13]=1[O:14][CH3:15].[F:19][C:20]1[C:21](I)=[CH:22][C:23](=[O:44])[N:24]([CH2:26][CH2:27][C@@:28]([CH3:43])([S:39]([CH3:42])(=[O:41])=[O:40])[C:29]([NH:31][O:32][CH:33]2[CH2:38][CH2:37][CH2:36][CH2:35][O:34]2)=[O:30])[CH:25]=1. Given the product [F:19][C:20]1[C:21]([C:10]2[CH:11]=[CH:12][C:13]([O:14][CH3:15])=[C:8]([F:7])[CH:9]=2)=[CH:22][C:23](=[O:44])[N:24]([CH2:26][CH2:27][C@@:28]([CH3:43])([S:39]([CH3:42])(=[O:40])=[O:41])[C:29]([NH:31][O:32][CH:33]2[CH2:38][CH2:37][CH2:36][CH2:35][O:34]2)=[O:30])[CH:25]=1, predict the reactants needed to synthesize it. (3) The reactants are: C([N:8]1[CH2:14][CH2:13][CH2:12][CH2:11][CH:10]([NH:15][C:16]([O:18][C:19]([CH3:22])([CH3:21])[CH3:20])=[O:17])[CH2:9]1)C1C=CC=CC=1. Given the product [C:19]([O:18][C:16]([NH:15][CH:10]1[CH2:11][CH2:12][CH2:13][CH2:14][NH:8][CH2:9]1)=[O:17])([CH3:22])([CH3:20])[CH3:21], predict the reactants needed to synthesize it. (4) Given the product [CH3:30][N:31]([CH3:62])[CH2:32][CH2:33][CH2:34][O:14][N:13]=[C:8]1[CH2:7][CH:6]([C:15]2[CH:20]=[CH:19][C:18]([F:21])=[CH:17][C:16]=2[C:22]2[CH:23]=[N:24][CH:25]=[CH:26][CH:27]=2)[CH2:5][C:4]2[N:3]=[C:2]([NH2:1])[N:11]=[C:10]([CH3:12])[C:9]1=2, predict the reactants needed to synthesize it. The reactants are: [NH2:1][C:2]1[N:11]=[C:10]([CH3:12])[C:9]2[C:8](=[N:13][OH:14])[CH2:7][CH:6]([C:15]3[CH:20]=[CH:19][C:18]([F:21])=[CH:17][C:16]=3[C:22]3[CH:23]=[N:24][CH:25]=[CH:26][CH:27]=3)[CH2:5][C:4]=2[N:3]=1.[H-].[Na+].[CH3:30][N:31]([CH3:62])[CH2:32][CH2:33][CH2:34]ON=C1CC(C2C=C(F)C=CC=2C2C=CC=CC=2)CC2N=C(N)N=C(C)C1=2.